This data is from Forward reaction prediction with 1.9M reactions from USPTO patents (1976-2016). The task is: Predict the product of the given reaction. (1) Given the reactants [C:1]([C:3]1[CH:8]=[CH:7][C:6]([F:9])=[CH:5][C:4]=1[F:10])#[CH:2].[C:11](Cl)(=[O:14])[O:12]C.C1(C)C=CC(C#CC(O)=O)=CC=1, predict the reaction product. The product is: [F:10][C:4]1[CH:5]=[C:6]([F:9])[CH:7]=[CH:8][C:3]=1[C:1]#[C:2][C:11]([OH:14])=[O:12]. (2) Given the reactants Br[C:2]1[CH:3]=[C:4]2[C:10]([CH3:11])=[CH:9][N:8]([CH2:12][O:13][CH2:14][CH2:15][Si:16]([CH3:19])([CH3:18])[CH3:17])[C:5]2=[N:6][CH:7]=1.[B:20]1([B:20]2[O:24][C:23]([CH3:26])([CH3:25])[C:22]([CH3:28])([CH3:27])[O:21]2)[O:24][C:23]([CH3:26])([CH3:25])[C:22]([CH3:28])([CH3:27])[O:21]1.CC([O-])=O.[K+], predict the reaction product. The product is: [CH3:11][C:10]1[C:4]2[C:5](=[N:6][CH:7]=[C:2]([B:20]3[O:24][C:23]([CH3:26])([CH3:25])[C:22]([CH3:28])([CH3:27])[O:21]3)[CH:3]=2)[N:8]([CH2:12][O:13][CH2:14][CH2:15][Si:16]([CH3:19])([CH3:18])[CH3:17])[CH:9]=1.